Dataset: NCI-60 drug combinations with 297,098 pairs across 59 cell lines. Task: Regression. Given two drug SMILES strings and cell line genomic features, predict the synergy score measuring deviation from expected non-interaction effect. (1) Synergy scores: CSS=31.2, Synergy_ZIP=-2.13, Synergy_Bliss=-3.14, Synergy_Loewe=-2.36, Synergy_HSA=-0.761. Drug 2: CNC(=O)C1=NC=CC(=C1)OC2=CC=C(C=C2)NC(=O)NC3=CC(=C(C=C3)Cl)C(F)(F)F. Cell line: MCF7. Drug 1: CC12CCC3C(C1CCC2=O)CC(=C)C4=CC(=O)C=CC34C. (2) Drug 1: CC=C1C(=O)NC(C(=O)OC2CC(=O)NC(C(=O)NC(CSSCCC=C2)C(=O)N1)C(C)C)C(C)C. Drug 2: CN1C2=C(C=C(C=C2)N(CCCl)CCCl)N=C1CCCC(=O)O.Cl. Cell line: A498. Synergy scores: CSS=23.1, Synergy_ZIP=0.982, Synergy_Bliss=1.82, Synergy_Loewe=-36.4, Synergy_HSA=0.107. (3) Drug 1: COC1=CC(=CC(=C1O)OC)C2C3C(COC3=O)C(C4=CC5=C(C=C24)OCO5)OC6C(C(C7C(O6)COC(O7)C8=CC=CS8)O)O. Drug 2: B(C(CC(C)C)NC(=O)C(CC1=CC=CC=C1)NC(=O)C2=NC=CN=C2)(O)O. Cell line: SF-268. Synergy scores: CSS=40.1, Synergy_ZIP=-2.73, Synergy_Bliss=-5.67, Synergy_Loewe=-5.77, Synergy_HSA=-6.96. (4) Drug 1: CC1=C(C=C(C=C1)NC(=O)C2=CC=C(C=C2)CN3CCN(CC3)C)NC4=NC=CC(=N4)C5=CN=CC=C5. Drug 2: N.N.Cl[Pt+2]Cl. Cell line: SNB-75. Synergy scores: CSS=12.9, Synergy_ZIP=-6.98, Synergy_Bliss=1.21, Synergy_Loewe=-9.71, Synergy_HSA=0.200. (5) Drug 1: CCC1=CC2CC(C3=C(CN(C2)C1)C4=CC=CC=C4N3)(C5=C(C=C6C(=C5)C78CCN9C7C(C=CC9)(C(C(C8N6C)(C(=O)OC)O)OC(=O)C)CC)OC)C(=O)OC.C(C(C(=O)O)O)(C(=O)O)O. Drug 2: CC(C)(C#N)C1=CC(=CC(=C1)CN2C=NC=N2)C(C)(C)C#N. Cell line: CCRF-CEM. Synergy scores: CSS=45.5, Synergy_ZIP=-1.05, Synergy_Bliss=-2.00, Synergy_Loewe=-14.9, Synergy_HSA=-0.350. (6) Drug 1: CC12CCC(CC1=CCC3C2CCC4(C3CC=C4C5=CN=CC=C5)C)O. Drug 2: C1=NC2=C(N=C(N=C2N1C3C(C(C(O3)CO)O)F)Cl)N. Cell line: SF-539. Synergy scores: CSS=24.6, Synergy_ZIP=-7.40, Synergy_Bliss=2.40, Synergy_Loewe=0.694, Synergy_HSA=3.93. (7) Drug 1: CC1=CC2C(CCC3(C2CCC3(C(=O)C)OC(=O)C)C)C4(C1=CC(=O)CC4)C. Drug 2: C(CN)CNCCSP(=O)(O)O. Cell line: NCI-H322M. Synergy scores: CSS=-1.02, Synergy_ZIP=1.68, Synergy_Bliss=1.58, Synergy_Loewe=-2.38, Synergy_HSA=-1.66.